Dataset: Full USPTO retrosynthesis dataset with 1.9M reactions from patents (1976-2016). Task: Predict the reactants needed to synthesize the given product. (1) Given the product [N:21]1[C:22]2[C:23](=[CH:13][CH:15]=[CH:16][CH:17]=2)[C:26]([CH2:27][O:8][C:9](=[O:10])[O:11][N:12]2[C:13](=[O:14])[CH2:15][CH2:16][C:17]2=[O:18])=[CH:25][CH:24]=1, predict the reactants needed to synthesize it. The reactants are: C1C(=O)N([O:8][C:9]([O:11][N:12]2[C:17](=[O:18])[CH2:16][CH2:15][C:13]2=[O:14])=[O:10])C(=O)C1.CC[N:21]([CH2:24][CH3:25])[CH2:22][CH3:23].[CH3:26][C:27]#N. (2) Given the product [CH:23]1([CH2:22][S:19]([CH2:18][C@H:17]([NH:26][C:27]([N:29]2[CH2:30][CH2:31][O:32][CH2:33][CH2:34]2)=[O:28])[C:15](=[O:16])[NH:42][C@H:43]([CH:44]([OH:45])[C:46]2[N:50]=[C:49]([C:51]([F:54])([F:53])[F:52])[O:48][N:47]=2)[CH2:55][CH3:56])(=[O:20])=[O:21])[CH2:24][CH2:25]1, predict the reactants needed to synthesize it. The reactants are: C1(C2N=C(C(C(N[C:15]([CH:17]([NH:26][C:27]([N:29]3[CH2:34][CH2:33][O:32][CH2:31][CH2:30]3)=[O:28])[CH2:18][S:19]([CH2:22][CH:23]([CH3:25])[CH3:24])(=[O:21])=[O:20])=[O:16])CC)=O)ON=2)CC1.FC(F)(F)C(O)=O.[NH2:42][CH:43]([CH2:55][CH3:56])[C@@H:44]([C:46]1[N:50]=[C:49]([C:51]([F:54])([F:53])[F:52])[O:48][N:47]=1)[OH:45].F[P-](F)(F)(F)(F)F.N1(OC(N(C)C)=[N+](C)C)C2N=CC=CC=2N=N1.C(N(C(C)C)CC)(C)C. (3) Given the product [NH2:7][CH:2]1[CH2:3][CH2:4][CH2:5][CH2:6][CH:1]1[NH:8][C:10]1[CH:15]=[C:14]([C:16]2[CH:21]=[CH:20][CH:19]=[C:18]([CH3:22])[C:17]=2[CH3:23])[N:13]=[C:12]([NH2:24])[N:11]=1, predict the reactants needed to synthesize it. The reactants are: [CH:1]1([NH2:8])[CH2:6][CH2:5][CH2:4][CH2:3][CH:2]1[NH2:7].Cl[C:10]1[CH:15]=[C:14]([C:16]2[CH:21]=[CH:20][CH:19]=[C:18]([CH3:22])[C:17]=2[CH3:23])[N:13]=[C:12]([NH2:24])[N:11]=1. (4) Given the product [Br:1][C:2]1[CH:7]=[CH:6][C:5]([N:8]=[S:9]([CH3:11])([NH:15][CH:12]([CH3:14])[CH3:13])=[O:10])=[CH:4][CH:3]=1, predict the reactants needed to synthesize it. The reactants are: [Br:1][C:2]1[CH:7]=[CH:6][C:5]([NH:8][S:9]([CH3:11])=[O:10])=[CH:4][CH:3]=1.[CH:12]([NH2:15])([CH3:14])[CH3:13]. (5) Given the product [F:3][C:4]1[CH:9]=[C:8]([F:10])[CH:7]=[CH:6][C:5]=1[C:11]1[CH:16]=[CH:15][C:14]([C:17]([OH:19])=[O:18])=[CH:13][CH:12]=1, predict the reactants needed to synthesize it. The reactants are: [OH-].[Li+].[F:3][C:4]1[CH:9]=[C:8]([F:10])[CH:7]=[CH:6][C:5]=1[C:11]1[CH:16]=[CH:15][C:14]([C:17]([O:19]CC)=[O:18])=[CH:13][CH:12]=1.Cl.